This data is from Peptide-MHC class I binding affinity with 185,985 pairs from IEDB/IMGT. The task is: Regression. Given a peptide amino acid sequence and an MHC pseudo amino acid sequence, predict their binding affinity value. This is MHC class I binding data. (1) The binding affinity (normalized) is 0.726. The peptide sequence is AEWLEMICF. The MHC is HLA-B40:02 with pseudo-sequence HLA-B40:02. (2) The peptide sequence is SEINNLNLT. The MHC is HLA-B07:02 with pseudo-sequence HLA-B07:02. The binding affinity (normalized) is 0.0847. (3) The peptide sequence is LMNELGVPFH. The MHC is HLA-A31:01 with pseudo-sequence HLA-A31:01. The binding affinity (normalized) is 0.307. (4) The peptide sequence is AQFSPQYL. The MHC is Mamu-A2601 with pseudo-sequence Mamu-A2601. The binding affinity (normalized) is 0. (5) The peptide sequence is STMPLSWMY. The MHC is HLA-A02:50 with pseudo-sequence HLA-A02:50. The binding affinity (normalized) is 0.0847.